From a dataset of Reaction yield outcomes from USPTO patents with 853,638 reactions. Predict the reaction yield, written as a fraction of the theoretical maximum amount of product (1.0 means a 100% yield; for example, 0.34 means a 34% yield). (1) The yield is 0.340. The catalyst is C1COCC1. The product is [O:22]=[C:21]1[N:1]([C:2]2[CH:7]=[CH:6][C:5]([C:8]([NH:10][S:11]([C:14]3[S:15][C:16]([Cl:19])=[CH:17][CH:18]=3)(=[O:13])=[O:12])=[O:9])=[CH:4][CH:3]=2)[C:25](=[O:26])[C:24]2[C:23](=[CH:32][CH:31]=[CH:30][CH:29]=2)[NH:20]1. The reactants are [NH2:1][C:2]1[CH:7]=[CH:6][C:5]([C:8]([NH:10][S:11]([C:14]2[S:15][C:16]([Cl:19])=[CH:17][CH:18]=2)(=[O:13])=[O:12])=[O:9])=[CH:4][CH:3]=1.[N:20]([C:23]1[CH:32]=[CH:31][CH:30]=[CH:29][C:24]=1[C:25](OC)=[O:26])=[C:21]=[O:22].C1CCN2C(=NCCC2)CC1. (2) The reactants are CN(C=O)C.[Cl:6][C:7]1[CH:8]=[C:9]([N:16]([CH2:24][CH:25]2[CH2:30][CH2:29][O:28][CH2:27][CH2:26]2)[C:17](=[O:23])[O:18][C:19]([CH3:22])([CH3:21])[CH3:20])[C:10]2[N:11]([CH:13]=[CH:14][N:15]=2)[N:12]=1.C1C(=O)N([I:38])C(=O)C1.OS([O-])=O.[Na+]. The yield is 0.990. The product is [Cl:6][C:7]1[CH:8]=[C:9]([N:16]([CH2:24][CH:25]2[CH2:30][CH2:29][O:28][CH2:27][CH2:26]2)[C:17](=[O:23])[O:18][C:19]([CH3:21])([CH3:22])[CH3:20])[C:10]2[N:11]([C:13]([I:38])=[CH:14][N:15]=2)[N:12]=1. The catalyst is C(OCC)(=O)C. (3) The reactants are Cl.[CH3:2][C:3]1[CH:4]=[C:5]([CH:9]=[CH:10][N:11]=1)[C:6]([OH:8])=O.CN(C(ON1N=NC2C=CC=NC1=2)=[N+](C)C)C.F[P-](F)(F)(F)(F)F.C(N(C(C)C)C(C)C)C.[O:45]1[CH2:50][CH2:49][O:48][CH2:47][CH:46]1[C:51]1[C:59]2[S:58][C:57]([NH2:60])=[N:56][C:55]=2[C:54]([O:61][CH3:62])=[CH:53][CH:52]=1.C(=O)(O)[O-].[Na+]. The catalyst is C1COCC1. The product is [O:45]1[CH2:50][CH2:49][O:48][CH2:47][CH:46]1[C:51]1[C:59]2[S:58][C:57]([NH:60][C:6](=[O:8])[C:5]3[CH:9]=[CH:10][N:11]=[C:3]([CH3:2])[CH:4]=3)=[N:56][C:55]=2[C:54]([O:61][CH3:62])=[CH:53][CH:52]=1. The yield is 0.660. (4) The reactants are [F:1][C:2]1[CH:3]=[CH:4][C:5]([NH:8][NH2:9])=[N:6][CH:7]=1.[CH3:10][N:11]([CH3:18])[C:12]([CH3:17])([CH3:16])[C:13](O)=[O:14].C(Cl)CCl.C1C=CC2N(O)N=NC=2C=1.O. The catalyst is CN(C=O)C. The product is [F:1][C:2]1[CH:3]=[CH:4][C:5]([NH:8][NH:9][C:13](=[O:14])[C:12]([N:11]([CH3:18])[CH3:10])([CH3:17])[CH3:16])=[N:6][CH:7]=1. The yield is 0.510.